Dataset: Catalyst prediction with 721,799 reactions and 888 catalyst types from USPTO. Task: Predict which catalyst facilitates the given reaction. (1) Reactant: [F:1][C:2]1[CH:3]=[C:4]2[C:8](=[CH:9][CH:10]=1)[NH:7][C:6](=[O:11])[C:5]2=[CH:12][C:13]1[CH:14]=[C:15]([CH:26]=[CH:27][CH:28]=1)[C:16]([NH:18][CH2:19][CH2:20][CH2:21][CH2:22][C:23]([OH:25])=O)=[O:17].Cl.C(N=C=NCCCN(C)C)C.OC1C2N=NNC=2C=CC=1.C(N(CC)CC)C.[F:58][C:59]1[CH:64]=[CH:63][C:62]([NH2:65])=[C:61]([NH2:66])[CH:60]=1. Product: [F:1][C:2]1[CH:3]=[C:4]2[C:8](=[CH:9][CH:10]=1)[NH:7][C:6](=[O:11])[C:5]2=[CH:12][C:13]1[CH:14]=[C:15]([CH:26]=[CH:27][CH:28]=1)[C:16]([NH:18][CH2:19][CH2:20][CH2:21][CH2:22][C:23]([NH:65][C:62]1[CH:63]=[CH:64][C:59]([F:58])=[CH:60][C:61]=1[NH2:66])=[O:25])=[O:17]. The catalyst class is: 650. (2) Reactant: [NH2:1][C:2]1[CH:7]=[CH:6][CH:5]=[CH:4][C:3]=1[C:8]([C:10]1[CH:15]=[CH:14][CH:13]=[CH:12][N:11]=1)=O.[C:16](#[N:18])[CH3:17].[H-].[Na+].O. Product: [N:11]1[CH:12]=[CH:13][CH:14]=[CH:15][C:10]=1[C:8]1[C:3]2[C:2](=[CH:7][CH:6]=[CH:5][CH:4]=2)[N:1]=[C:16]([NH2:18])[CH:17]=1. The catalyst class is: 17.